Regression. Given a peptide amino acid sequence and an MHC pseudo amino acid sequence, predict their binding affinity value. This is MHC class II binding data. From a dataset of Peptide-MHC class II binding affinity with 134,281 pairs from IEDB. (1) The peptide sequence is GVTYEIDLTNKN. The MHC is HLA-DPA10201-DPB10501 with pseudo-sequence HLA-DPA10201-DPB10501. The binding affinity (normalized) is 0. (2) The peptide sequence is EITGIMKDLDEPGHL. The MHC is DRB1_1501 with pseudo-sequence DRB1_1501. The binding affinity (normalized) is 0.0325. (3) The peptide sequence is ANGYFSGHVIPACKN. The MHC is DRB1_1501 with pseudo-sequence DRB1_1501. The binding affinity (normalized) is 0.424.